Dataset: Full USPTO retrosynthesis dataset with 1.9M reactions from patents (1976-2016). Task: Predict the reactants needed to synthesize the given product. (1) The reactants are: [NH2:1][C:2]1[CH:9]=[CH:8][C:5]([CH2:6][OH:7])=[CH:4][CH:3]=1.[Br:10][C:11]1[CH:12]=[N:13][C:14](Cl)=[N:15][CH:16]=1.[I-].[Na+].C(N(C(C)C)CC)(C)C. Given the product [Br:10][C:11]1[CH:12]=[N:13][C:14]([NH:1][C:2]2[CH:9]=[CH:8][C:5]([CH2:6][OH:7])=[CH:4][CH:3]=2)=[N:15][CH:16]=1, predict the reactants needed to synthesize it. (2) Given the product [F:31][C:2]([F:1])([F:30])[CH:3]([C:24]1[CH:25]=[N:26][CH:27]=[CH:28][CH:29]=1)[O:4][N:5]1[C:14]2[C:9](=[CH:10][CH:11]=[CH:12][CH:13]=2)[N:8]=[CH:7][CH:6]1[NH:15][S:16]([CH2:19][CH2:20][C:21]([OH:23])=[O:22])(=[O:18])=[O:17], predict the reactants needed to synthesize it. The reactants are: [F:1][C:2]([F:31])([F:30])[CH:3]([C:24]1[CH:25]=[N:26][CH:27]=[CH:28][CH:29]=1)[O:4][N:5]1[C:14]2[C:9](=[CH:10][CH:11]=[CH:12][CH:13]=2)[N:8]=[CH:7][CH:6]1[NH:15][S:16]([CH2:19][CH2:20][C:21]([O-:23])=[O:22])(=[O:18])=[O:17].[OH-].[Na+].Cl.